This data is from Forward reaction prediction with 1.9M reactions from USPTO patents (1976-2016). The task is: Predict the product of the given reaction. The product is: [CH3:15][N:16]([CH3:29])[C:17]1[C:26]2[C:21](=[CH:22][CH:23]=[CH:24][CH:25]=2)[C:20]([C:27]2[NH:6][C:4](=[O:5])[C:3]3[C:2](=[CH:10][C:9]([O:11][CH3:12])=[C:8]([O:13][CH3:14])[CH:7]=3)[N:1]=2)=[CH:19][CH:18]=1. Given the reactants [NH2:1][C:2]1[CH:10]=[C:9]([O:11][CH3:12])[C:8]([O:13][CH3:14])=[CH:7][C:3]=1[C:4]([NH2:6])=[O:5].[CH3:15][N:16]([CH3:29])[C:17]1[C:26]2[C:21](=[CH:22][CH:23]=[CH:24][CH:25]=2)[C:20]([CH:27]=O)=[CH:19][CH:18]=1.COC1C=C(OC)C=C2C=1C(=O)NC(C1C=CC=CN=1)=N2, predict the reaction product.